This data is from Peptide-MHC class I binding affinity with 185,985 pairs from IEDB/IMGT. The task is: Regression. Given a peptide amino acid sequence and an MHC pseudo amino acid sequence, predict their binding affinity value. This is MHC class I binding data. (1) The binding affinity (normalized) is 0.0847. The peptide sequence is TVLEFILQK. The MHC is HLA-B57:01 with pseudo-sequence HLA-B57:01. (2) The peptide sequence is MSLLDAHIPQL. The MHC is HLA-A23:01 with pseudo-sequence HLA-A23:01. The binding affinity (normalized) is 0.437. (3) The MHC is HLA-B53:01 with pseudo-sequence HLA-B53:01. The peptide sequence is PLILAYFPVFRFL. The binding affinity (normalized) is 0.0469. (4) The MHC is HLA-A68:02 with pseudo-sequence HLA-A68:02. The peptide sequence is ELKRQLADL. The binding affinity (normalized) is 0.0847. (5) The peptide sequence is LMAEDLANV. The MHC is HLA-B08:01 with pseudo-sequence HLA-B08:01. The binding affinity (normalized) is 0.0847.